From a dataset of Forward reaction prediction with 1.9M reactions from USPTO patents (1976-2016). Predict the product of the given reaction. (1) Given the reactants [CH3:1][O:2][C:3](=[O:12])[CH2:4][C:5]1[CH:10]=[CH:9][C:8](Br)=[CH:7][CH:6]=1.C1(P(C2CCCCC2)C2C=CC=CC=2C2C(OC)=CC=CC=2OC)CCCCC1.P([O-])([O-])([O-])=O.[K+].[K+].[K+].[CH2:50]([C:52]([C:71]1[CH:76]=[CH:75][C:74]([CH2:77][CH2:78][C:79]2([OH:84])[CH2:83][CH2:82][CH2:81][CH2:80]2)=[C:73]([CH3:85])[CH:72]=1)([C:55]1[CH:60]=[CH:59][C:58](B2OC(C)(C)C(C)(C)O2)=[C:57]([CH3:70])[CH:56]=1)[CH2:53][CH3:54])[CH3:51].[Cl-].[NH4+], predict the reaction product. The product is: [CH3:1][O:2][C:3](=[O:12])[CH2:4][C:5]1[CH:10]=[CH:9][C:8]([C:58]2[CH:59]=[CH:60][C:55]([C:52]([CH2:53][CH3:54])([C:71]3[CH:76]=[CH:75][C:74]([CH2:77][CH2:78][C:79]4([OH:84])[CH2:80][CH2:81][CH2:82][CH2:83]4)=[C:73]([CH3:85])[CH:72]=3)[CH2:50][CH3:51])=[CH:56][C:57]=2[CH3:70])=[CH:7][CH:6]=1. (2) Given the reactants [F:1][C:2]([F:7])([F:6])[C:3]([OH:5])=[O:4].[NH2:8][C@@H:9]1[CH2:13][CH2:12][N:11]([C:14]2[N:22]=[C:21]3[C:17]([N:18]=[CH:19][N:20]3[C@H:23]3[C@H:27]([OH:28])[C@H:26]([OH:29])[C@@H:25]([C:30]4[N:31]=[N:32][N:33]([CH2:35][CH3:36])[N:34]=4)[O:24]3)=[C:16]([NH:37][CH2:38][CH:39]([C:46]3[CH:51]=[CH:50][CH:49]=[CH:48][CH:47]=3)[C:40]3[CH:45]=[CH:44][CH:43]=[CH:42][CH:41]=3)[N:15]=2)[CH2:10]1.[N:52]1[CH:57]=[CH:56][CH:55]=[C:54]([N:58]=[C:59]=[O:60])[CH:53]=1, predict the reaction product. The product is: [F:1][C:2]([F:7])([F:6])[C:3]([OH:5])=[O:4].[C:40]1([CH:39]([C:46]2[CH:47]=[CH:48][CH:49]=[CH:50][CH:51]=2)[CH2:38][NH:37][C:16]2[N:15]=[C:14]([N:11]3[CH2:12][CH2:13][C@@H:9]([NH:8][C:59]([NH:58][C:54]4[CH:53]=[N:52][CH:57]=[CH:56][CH:55]=4)=[O:60])[CH2:10]3)[N:22]=[C:21]3[C:17]=2[N:18]=[CH:19][N:20]3[C@H:23]2[C@H:27]([OH:28])[C@H:26]([OH:29])[C@@H:25]([C:30]3[N:31]=[N:32][N:33]([CH2:35][CH3:36])[N:34]=3)[O:24]2)[CH:41]=[CH:42][CH:43]=[CH:44][CH:45]=1. (3) The product is: [NH2:23][C:21]1[S:22][CH:2]=[C:3]([C:5]2[CH:10]=[CH:9][C:8]([S:11]([NH:14][CH:15]3[CH2:19][CH2:18][CH2:17][CH2:16]3)(=[O:13])=[O:12])=[CH:7][CH:6]=2)[N:20]=1. Given the reactants Br[CH2:2][C:3]([C:5]1[CH:10]=[CH:9][C:8]([S:11]([NH:14][CH:15]2[CH2:19][CH2:18][CH2:17][CH2:16]2)(=[O:13])=[O:12])=[CH:7][CH:6]=1)=O.[NH2:20][C:21]([NH2:23])=[S:22].CC([O-])=O.[Na+], predict the reaction product. (4) Given the reactants Cl[C:2]1[C:3]([C:27]#[N:28])=[C:4]([N:11](CC2C=CC(OC)=CC=2)[C:12]2[CH:17]=[CH:16][CH:15]=[CH:14][CH:13]=2)[C:5]2[N:6]([CH:8]=[CH:9][N:10]=2)[N:7]=1.[C@H:29]1([NH2:36])[CH2:34][CH2:33][C@H:32]([NH2:35])[CH2:31][CH2:30]1.C(=O)([O-])[O-].[Cs+].[Cs+].C(O)(C(F)(F)F)=O, predict the reaction product. The product is: [NH2:35][C@H:32]1[CH2:33][CH2:34][C@H:29]([NH:36][C:2]2[C:3]([C:27]#[N:28])=[C:4]([NH:11][C:12]3[CH:13]=[CH:14][CH:15]=[CH:16][CH:17]=3)[C:5]3[N:6]([CH:8]=[CH:9][N:10]=3)[N:7]=2)[CH2:30][CH2:31]1. (5) Given the reactants [CH3:1][N:2]1[C:7](=[O:8])[CH:6]=[C:5]([N:9]2[CH2:14][CH2:13][O:12][CH2:11][CH2:10]2)[N:4]=[C:3]1[CH2:15][C:16]([O-:18])=O.[Na+].[I:20][C:21]1[CH:22]=[C:23]([CH:25]=[CH:26][C:27]=1[F:28])[NH2:24], predict the reaction product. The product is: [I:20][C:21]1[CH:22]=[C:23]([NH:24][C:16](=[O:18])[CH2:15][C:3]2[N:2]([CH3:1])[C:7](=[O:8])[CH:6]=[C:5]([N:9]3[CH2:10][CH2:11][O:12][CH2:13][CH2:14]3)[N:4]=2)[CH:25]=[CH:26][C:27]=1[F:28].